The task is: Predict the reactants needed to synthesize the given product.. This data is from Full USPTO retrosynthesis dataset with 1.9M reactions from patents (1976-2016). (1) Given the product [C:1]([O:5][C:6]([N:8]1[CH2:17][CH2:16][C:15]2[C:10](=[CH:11][C:12]([CH2:18][Br:27])=[CH:13][CH:14]=2)[CH2:9]1)=[O:7])([CH3:4])([CH3:3])[CH3:2], predict the reactants needed to synthesize it. The reactants are: [C:1]([O:5][C:6]([N:8]1[CH2:17][CH2:16][C:15]2[C:10](=[CH:11][C:12]([CH2:18]O)=[CH:13][CH:14]=2)[CH2:9]1)=[O:7])([CH3:4])([CH3:3])[CH3:2].CCN(CC)CC.[Br:27]P(Br)Br.C([O-])(O)=O.[Na+]. (2) Given the product [Br:3][C:27]1[C:28]2[C:23](=[C:22]([C:19]3[N:18]=[C:17]([C:9]4[CH:10]=[CH:11][C:12]([O:13][CH:14]([CH3:16])[CH3:15])=[C:7]([Cl:6])[CH:8]=4)[O:21][N:20]=3)[CH:31]=[CH:30][CH:29]=2)[CH:24]=[CH:25][N:26]=1, predict the reactants needed to synthesize it. The reactants are: P(Br)(Br)([Br:3])=O.[Cl:6][C:7]1[CH:8]=[C:9]([C:17]2[O:21][N:20]=[C:19]([C:22]3[CH:31]=[CH:30][CH:29]=[C:28]4[C:23]=3[CH:24]=[CH:25][NH:26][C:27]4=O)[N:18]=2)[CH:10]=[CH:11][C:12]=1[O:13][CH:14]([CH3:16])[CH3:15].C([O-])(O)=O.[Na+]. (3) Given the product [CH2:14]([O:11][C:10](=[O:12])[CH2:9][N:4]([CH2:3][CH2:2][O:1][C:21](=[O:23])[CH3:22])[CH2:5][C:6]([O:8][CH2:25][CH3:26])=[O:7])[CH3:15], predict the reactants needed to synthesize it. The reactants are: [OH:1][CH2:2][CH2:3][N:4]([CH2:9][C:10]([OH:12])=[O:11])[CH2:5][C:6]([OH:8])=[O:7].Cl.[CH2:14](N(CC)CC)[CH3:15].[C:21](Cl)(=[O:23])[CH3:22].[CH3:25][CH2:26]O.